This data is from Reaction yield outcomes from USPTO patents with 853,638 reactions. The task is: Predict the reaction yield, written as a fraction of the theoretical maximum amount of product (1.0 means a 100% yield; for example, 0.34 means a 34% yield). (1) The reactants are Cl.C(OC(=O)[NH:8][C@H:9]([C:14](=[O:32])[NH:15][CH:16]1[CH2:22][CH2:21][C:20](=[O:23])[N:19]([CH2:24][CH:25]2[CH2:30][CH2:29][CH2:28][CH2:27][CH2:26]2)[CH2:18][CH:17]1[OH:31])[CH2:10][CH:11]([CH3:13])[CH3:12])(C)(C)C.[O:34]1[C:38]2[CH:39]=[CH:40][CH:41]=[CH:42][C:37]=2[CH:36]=[C:35]1[C:43]([OH:45])=O.ON1C2C=CC=CC=2N=N1.CCN=C=NCCCN(C)C.Cl.C(N(CC)C(C)C)(C)C. The catalyst is CO. The product is [CH:25]1([CH2:24][N:19]2[C:20](=[O:23])[CH2:21][CH2:22][C@H:16]([NH:15][C:14]([C@@H:9]([NH:8][C:43]([C:35]3[O:34][C:38]4[CH:39]=[CH:40][CH:41]=[CH:42][C:37]=4[CH:36]=3)=[O:45])[CH2:10][CH:11]([CH3:13])[CH3:12])=[O:32])[C@@H:17]([OH:31])[CH2:18]2)[CH2:26][CH2:27][CH2:28][CH2:29][CH2:30]1. The yield is 0.830. (2) The reactants are [CH3:1][N:2]1[C:6]([C:7]2[CH:12]=[CH:11][C:10]([NH:13][CH:14]=O)=[C:9]([O:16][CH3:17])[CH:8]=2)=[CH:5][N:4]=[C:3]1[CH3:18].CS(C1[N:24]=[CH:25][C:26]2[CH:32]=[CH:31][N:30]=[C:29]([NH:33][CH2:34][C:35]([CH3:38])([CH3:37])[CH3:36])[C:27]=2[N:28]=1)(=O)=O. No catalyst specified. The product is [CH3:1][N:2]1[C:6]([C:7]2[CH:12]=[CH:11][C:10]([NH:13][C:14]3[N:24]=[CH:25][C:26]4[CH:32]=[CH:31][N:30]=[C:29]([NH:33][CH2:34][C:35]([CH3:38])([CH3:37])[CH3:36])[C:27]=4[N:28]=3)=[C:9]([O:16][CH3:17])[CH:8]=2)=[CH:5][N:4]=[C:3]1[CH3:18]. The yield is 0.210. (3) The reactants are [CH3:1][NH:2][N:3]=[C:4]([CH3:9])[C:5](=[N:7][OH:8])[CH3:6].N1C=CC=CC=1. The catalyst is O1CCCC1.S([O-])([O-])(=O)=O.[Cu+2]. The product is [CH3:1][N:2]1[N:3]=[C:4]([CH3:9])[C:5]([CH3:6])=[N+:7]1[O-:8]. The yield is 0.210. (4) The reactants are O=P(Cl)(Cl)Cl.[Br:6][C:7]1[CH:8]=[N:9][C:10]2[N:11]([N:13]=[C:14]([CH3:16])[CH:15]=2)[CH:12]=1.CN([CH:20]=[O:21])C. No catalyst specified. The product is [Br:6][C:7]1[CH:8]=[N:9][C:10]2[N:11]([N:13]=[C:14]([CH3:16])[C:15]=2[CH:20]=[O:21])[CH:12]=1. The yield is 0.590. (5) The reactants are C([N:8]1[C:16]2[C:15]3=[N:17][C@H:18]([CH2:20][C:21]4[CH:26]=[CH:25][CH:24]=[CH:23][CH:22]=4)[CH2:19][N:14]3[C:13](=[O:27])[N:12]([CH2:28][CH2:29][CH3:30])[C:11]=2[N:10]=[C:9]1[CH2:31]Cl)C1C=CC=CC=1.[CH3:33][NH:34][CH3:35]. The catalyst is O1CCCC1. The product is [CH2:20]([C@@H:18]1[CH2:19][N:14]2[C:15]([C:16]3[NH:8][C:9]([CH2:31][N:34]([CH3:35])[CH3:33])=[N:10][C:11]=3[N:12]([CH2:28][CH2:29][CH3:30])[C:13]2=[O:27])=[N:17]1)[C:21]1[CH:22]=[CH:23][CH:24]=[CH:25][CH:26]=1. The yield is 0.190. (6) The reactants are [OH:1][C:2]1[CH:10]=[C:9]([OH:11])[C:8]([Br:12])=[CH:7][C:3]=1[C:4]([OH:6])=[O:5].C(=O)([O-])[O-].[K+].[K+].[CH2:19](Br)[C:20]1[CH:25]=[CH:24][CH:23]=[CH:22][CH:21]=1.[OH-].[K+].Cl. The catalyst is CN(C=O)C.O.CO. The product is [CH2:19]([O:1][C:2]1[CH:10]=[C:9]([O:11][CH2:4][C:3]2[CH:7]=[CH:8][CH:9]=[CH:10][CH:2]=2)[C:8]([Br:12])=[CH:7][C:3]=1[C:4]([OH:6])=[O:5])[C:20]1[CH:25]=[CH:24][CH:23]=[CH:22][CH:21]=1. The yield is 0.560. (7) The reactants are [F:1][C:2]1[CH:9]=[CH:8][C:5]([CH:6]=O)=[CH:4][CH:3]=1.[C:10]([CH2:15][CH:16]=P(C1C=CC=CC=1)(C1C=CC=CC=1)C1C=CC=CC=1)([O:12][CH2:13][CH3:14])=[O:11]. The catalyst is C1(C)C=CC=CC=1. The product is [F:1][C:2]1[CH:9]=[CH:8][C:5](/[CH:6]=[C:15](\[CH3:16])/[C:10]([O:12][CH2:13][CH3:14])=[O:11])=[CH:4][CH:3]=1. The yield is 0.990. (8) The reactants are [CH:1]([CH:4]1[C:9](=O)[NH:8][CH2:7][CH2:6][N:5]1[C:11]([O:13][C:14]([CH3:17])([CH3:16])[CH3:15])=[O:12])([CH3:3])[CH3:2].Br[C:19]1[CH:25]=[C:24]([S:26]([CH3:29])(=[O:28])=[O:27])[CH:23]=[CH:22][C:20]=1[NH2:21].CN[C@@H]1CCCC[C@@H]1NC. The catalyst is CN1C(=O)CCC1.O. The product is [CH:1]([CH:4]1[N:5]([C:11]([O:13][C:14]([CH3:17])([CH3:16])[CH3:15])=[O:12])[CH2:6][CH2:7][N:8]2[C:19]3[CH:25]=[C:24]([S:26]([CH3:29])(=[O:27])=[O:28])[CH:23]=[CH:22][C:20]=3[N:21]=[C:9]12)([CH3:3])[CH3:2]. The yield is 0.340.